Dataset: Reaction yield outcomes from USPTO patents with 853,638 reactions. Task: Predict the reaction yield, written as a fraction of the theoretical maximum amount of product (1.0 means a 100% yield; for example, 0.34 means a 34% yield). (1) The reactants are C[O:2][C:3](=O)[CH2:4][CH2:5][CH2:6][CH:7]1[CH2:12][CH2:11][N:10]([CH2:13][CH2:14][O:15][CH2:16][C:17]2[CH:22]=[CH:21][CH:20]=[CH:19][CH:18]=2)[CH2:9][CH2:8]1.[NH3:24]. The catalyst is CO. The product is [CH2:16]([O:15][CH2:14][CH2:13][N:10]1[CH2:11][CH2:12][CH:7]([CH2:6][CH2:5][CH2:4][C:3]([NH2:24])=[O:2])[CH2:8][CH2:9]1)[C:17]1[CH:22]=[CH:21][CH:20]=[CH:19][CH:18]=1. The yield is 0.780. (2) The reactants are [CH2:1]1[CH:5]2[CH2:6][NH:7][CH2:8][CH:4]2[CH2:3][N:2]1[C:9]1[CH:14]=[C:13]([O:15][CH3:16])[N:12]=[C:11]([N:17]([CH3:19])[CH3:18])[N:10]=1.[F:20][C:21]1[CH:29]=[CH:28][C:24]([C:25](O)=[O:26])=[C:23]([N:30]2[N:34]=[CH:33][CH:32]=[N:31]2)[CH:22]=1.CN(C(ON1N=NC2C=CC=NC1=2)=[N+](C)C)C.F[P-](F)(F)(F)(F)F.CCN(C(C)C)C(C)C. The catalyst is C(OCC)(=O)C.CN(C=O)C. The product is [F:20][C:21]1[CH:29]=[CH:28][C:24]([C:25]([N:7]2[CH2:6][CH:5]3[CH2:1][N:2]([C:9]4[CH:14]=[C:13]([O:15][CH3:16])[N:12]=[C:11]([N:17]([CH3:18])[CH3:19])[N:10]=4)[CH2:3][CH:4]3[CH2:8]2)=[O:26])=[C:23]([N:30]2[N:34]=[CH:33][CH:32]=[N:31]2)[CH:22]=1. The yield is 0.505. (3) The yield is 0.630. The catalyst is CO.[OH-].[OH-].[Pd+2]. The reactants are [C:1]([C:5]1[NH:6][C:7]2[C:12]([C:13]=1[CH2:14][CH:15]([O:18][CH3:19])[O:16][CH3:17])=[CH:11][CH:10]=[C:9]([N+:20]([O-])=O)[CH:8]=2)([CH3:4])([CH3:3])[CH3:2]. The product is [C:1]([C:5]1[NH:6][C:7]2[C:12]([C:13]=1[CH2:14][CH:15]([O:16][CH3:17])[O:18][CH3:19])=[CH:11][CH:10]=[C:9]([NH2:20])[CH:8]=2)([CH3:4])([CH3:2])[CH3:3]. (4) The reactants are [CH2:1]([N:8]([CH2:16][CH2:17][OH:18])[C:9]([CH2:11][O:12][C:13](=[O:15])[CH3:14])=[O:10])[C:2]1[CH:7]=[CH:6][CH:5]=[CH:4][CH:3]=1.CS(C)=O.C(N(CC)C(C)C)(C)C.N1C=CC=CC=1. The catalyst is C(OCC)(=O)C. The product is [CH2:1]([N:8]([CH2:16][CH:17]=[O:18])[C:9]([CH2:11][O:12][C:13](=[O:15])[CH3:14])=[O:10])[C:2]1[CH:3]=[CH:4][CH:5]=[CH:6][CH:7]=1. The yield is 0.570. (5) The reactants are [C:1]([O:5][C:6](=[O:19])[NH:7][CH2:8][C:9]1[CH:14]=[C:13](I)[C:12]([NH2:16])=[CH:11][C:10]=1[O:17][CH3:18])([CH3:4])([CH3:3])[CH3:2].[CH2:20](C([Sn])=C(CCCC)CCCC)[CH2:21]CC. The catalyst is C1(C)C=CC=CC=1.C1C=CC([P]([Pd]([P](C2C=CC=CC=2)(C2C=CC=CC=2)C2C=CC=CC=2)([P](C2C=CC=CC=2)(C2C=CC=CC=2)C2C=CC=CC=2)[P](C2C=CC=CC=2)(C2C=CC=CC=2)C2C=CC=CC=2)(C2C=CC=CC=2)C2C=CC=CC=2)=CC=1. The product is [C:1]([O:5][C:6](=[O:19])[NH:7][CH2:8][C:9]1[CH:14]=[C:13]([CH:20]=[CH2:21])[C:12]([NH2:16])=[CH:11][C:10]=1[O:17][CH3:18])([CH3:4])([CH3:3])[CH3:2]. The yield is 0.430. (6) The reactants are Cl.[CH2:2]([O:9][C:10](=[O:16])[C@H:11]1[CH2:15][CH2:14][CH2:13][NH:12]1)[C:3]1[CH:8]=[CH:7][CH:6]=[CH:5][CH:4]=1.[CH3:17][CH:18]([CH:22]([CH3:26])[C:23]([OH:25])=O)[C:19]([OH:21])=O. The catalyst is CCOC(C)=O. The product is [CH2:2]([O:9][C:10]([C@H:11]1[CH2:15][CH2:14][CH2:13][N:12]1[C:19](=[O:21])[CH:18]([CH3:17])[CH:22]([CH3:26])[C:23]([N:12]1[CH2:13][CH2:14][CH2:15][C@@H:11]1[C:10]([O:9][CH2:2][C:3]1[CH:8]=[CH:7][CH:6]=[CH:5][CH:4]=1)=[O:16])=[O:25])=[O:16])[C:3]1[CH:4]=[CH:5][CH:6]=[CH:7][CH:8]=1. The yield is 0.690. (7) The reactants are [Cl:1][C:2]1[CH:27]=[C:26]([Cl:28])[CH:25]=[CH:24][C:3]=1[C:4]1[CH:5]=[CH:6][C:7]([CH2:22][CH3:23])=[C:8]([CH:10]2[C:15](=[O:16])[C:14]([CH3:18])([CH3:17])[O:13][C:12]([CH3:20])([CH3:19])[C:11]2=[O:21])[CH:9]=1.[N:29]([O-:31])=[O:30].[Na+].[N+]([O-])(O)=O. The catalyst is C(O)(=O)C. The product is [Cl:1][C:2]1[CH:27]=[C:26]([Cl:28])[CH:25]=[CH:24][C:3]=1[C:4]1[CH:5]=[CH:6][C:7]([CH2:22][CH3:23])=[C:8]([C:10]2([N+:29]([O-:31])=[O:30])[C:15](=[O:16])[C:14]([CH3:17])([CH3:18])[O:13][C:12]([CH3:19])([CH3:20])[C:11]2=[O:21])[CH:9]=1. The yield is 0.910. (8) The reactants are [NH2:1][C:2]1[NH:6][N:5]=[C:4]([NH:7][C:8]2[CH:13]=[CH:12][C:11]([F:14])=[C:10]([Cl:15])[CH:9]=2)[C:3]=1[C:16]([NH2:18])=[O:17].[OH:19][C:20]1[CH:27]=[CH:26][C:23]([CH:24]=O)=[CH:22][CH:21]=1. The catalyst is CCO.N1CCCCC1. The product is [Cl:15][C:10]1[CH:9]=[C:8]([NH:7][C:4]2[C:3]([C:16]([NH2:18])=[O:17])=[C:2]([N:1]=[CH:24][C:23]3[CH:26]=[CH:27][C:20]([OH:19])=[CH:21][CH:22]=3)[NH:6][N:5]=2)[CH:13]=[CH:12][C:11]=1[F:14]. The yield is 0.530. (9) The reactants are Br[C:2]1[O:6][C:5]([CH2:7][N:8]2[C:16]3[C:11](=[CH:12][CH:13]=[CH:14][CH:15]=3)[C:10]3([C:20]4=[CH:21][C:22]5[O:26][CH2:25][O:24][C:23]=5[CH:27]=[C:19]4[O:18][CH2:17]3)[C:9]2=[O:28])=[CH:4][CH:3]=1.[CH3:29][S:30]([O-:32])=[O:31].[Na+].N1CCC[C@H]1C(O)=O. The catalyst is [Cu]I.CS(C)=O. The product is [CH3:29][S:30]([C:2]1[O:6][C:5]([CH2:7][N:8]2[C:16]3[C:11](=[CH:12][CH:13]=[CH:14][CH:15]=3)[C:10]3([C:20]4=[CH:21][C:22]5[O:26][CH2:25][O:24][C:23]=5[CH:27]=[C:19]4[O:18][CH2:17]3)[C:9]2=[O:28])=[CH:4][CH:3]=1)(=[O:32])=[O:31]. The yield is 0.710. (10) The reactants are [Cl:1][C:2]1[S:3][C:4]([CH2:7]O)=[CH:5][N:6]=1.S(Cl)(Cl)=O.C(N(CC)CC)C.[NH:20]1[C:28]2[C:23](=[CH:24][CH:25]=[CH:26][CH:27]=2)[C:22]2([C:32]3=[CH:33][C:34]4[O:38][CH2:37][O:36][C:35]=4[CH:39]=[C:31]3[O:30][CH2:29]2)[C:21]1=[O:40].C(=O)([O-])[O-].[Cs+].[Cs+]. The catalyst is C(Cl)Cl. The product is [Cl:1][C:2]1[S:3][C:4]([CH2:7][N:20]2[C:28]3[C:23](=[CH:24][CH:25]=[CH:26][CH:27]=3)[C:22]3([C:32]4=[CH:33][C:34]5[O:38][CH2:37][O:36][C:35]=5[CH:39]=[C:31]4[O:30][CH2:29]3)[C:21]2=[O:40])=[CH:5][N:6]=1. The yield is 0.0340.